From a dataset of Full USPTO retrosynthesis dataset with 1.9M reactions from patents (1976-2016). Predict the reactants needed to synthesize the given product. Given the product [O:1]=[C:2]1[NH:6][C:5](=[O:7])[CH:4]([C:8]2[CH:9]=[CH:10][C:11]([CH2:12][N:13]([C:20]3[CH:21]=[C:22]([CH:28]=[CH:29][CH:30]=3)[C:23]([OH:25])=[O:24])[C:14](=[O:19])[CH2:15][CH2:16][CH2:17][CH3:18])=[CH:31][CH:32]=2)[S:3]1, predict the reactants needed to synthesize it. The reactants are: [O:1]=[C:2]1[NH:6][C:5](=[O:7])[CH:4]([C:8]2[CH:32]=[CH:31][C:11]([CH2:12][N:13]([C:20]3[CH:21]=[C:22]([CH:28]=[CH:29][CH:30]=3)[C:23]([O:25]CC)=[O:24])[C:14](=[O:19])[CH2:15][CH2:16][CH2:17][CH3:18])=[CH:10][CH:9]=2)[S:3]1.[OH-].[Na+].Cl.